Task: Regression/Classification. Given a drug SMILES string, predict its absorption, distribution, metabolism, or excretion properties. Task type varies by dataset: regression for continuous measurements (e.g., permeability, clearance, half-life) or binary classification for categorical outcomes (e.g., BBB penetration, CYP inhibition). Dataset: cyp1a2_veith.. Dataset: CYP1A2 inhibition data for predicting drug metabolism from PubChem BioAssay (1) The compound is CCC[C@H](Sc1nc(N)nc2nc[nH]c12)C(=O)O. The result is 0 (non-inhibitor). (2) The molecule is COc1ccc2[nH]c(=O)c(NC(N)=S)nc2c1. The result is 1 (inhibitor). (3) The compound is COc1cccc([C@@H]2Oc3ccc(OC)cc3/C(=N/O[C@@H](C)c3cc(-c4c(C)cc(C)cc4C)no3)[C@@H]2O)c1. The result is 0 (non-inhibitor). (4) The compound is CC(C)[N+](C)(CCOC(=O)C1c2ccccc2Oc2ccccc21)C(C)C. The result is 1 (inhibitor). (5) The drug is Cc1cc(C)c2c(N)c3ccccc3nc2n1. The result is 1 (inhibitor). (6) The molecule is CCCC[P+](CCCC)(CCCC)Cc1ccc(NC(=O)[C@@H](Cc2ccc3ccccc3c2)NC(=NC2CCCCC2)NC2CCCCC2)cc1.Cl.[Cl-]. The result is 1 (inhibitor). (7) The drug is CCC(C)C(=O)Nc1nc(-c2ccc3c(c2)NC(=O)CO3)cs1. The result is 1 (inhibitor). (8) The molecule is CC(=O)[C@H]1CC[C@@H]2[C@H]3CC=C4C[C@@H](O)CC[C@]4(C)[C@H]3CC[C@]12C. The result is 0 (non-inhibitor). (9) The drug is O=[N+]([O-])c1ccc(N2CCN(CCOc3nonc3-c3ccccc3)CC2)c(Cl)c1. The result is 0 (non-inhibitor).